From a dataset of Forward reaction prediction with 1.9M reactions from USPTO patents (1976-2016). Predict the product of the given reaction. (1) Given the reactants [OH:1][C:2]1[CH:12]=[N:11][CH:10]=[CH:9][C:3]=1[C:4]([O:6][CH2:7][CH3:8])=[O:5].[C:13]([O:17][CH2:18][CH3:19])(=[O:16])[CH2:14]O.C1(P(C2C=CC=CC=2)C2C=CC=CC=2)C=CC=CC=1.CC(OC(/N=N/C(OC(C)C)=O)=O)C, predict the reaction product. The product is: [CH2:18]([O:17][C:13]([CH2:14][O:1][C:2]1[CH:12]=[N:11][CH:10]=[CH:9][C:3]=1[C:4]([O:6][CH2:7][CH3:8])=[O:5])=[O:16])[CH3:19]. (2) Given the reactants [CH:1]1([C:6]([N:8]2[CH2:13][CH2:12][N:11](C(OC(C)(C)C)=O)[CH2:10][C@@H:9]2[CH3:21])=[O:7])[CH2:5][CH2:4][CH2:3][CH2:2]1.C(O)(C(F)(F)F)=O, predict the reaction product. The product is: [CH:1]1([C:6]([N:8]2[CH2:13][CH2:12][NH:11][CH2:10][C@@H:9]2[CH3:21])=[O:7])[CH2:2][CH2:3][CH2:4][CH2:5]1. (3) Given the reactants [CH3:1][C:2]1[O:6][C:5]([C:7]2[CH:12]=[CH:11][CH:10]=[CH:9][CH:8]=2)=[N:4][C:3]=1[CH2:13][O:14][C:15]1[CH:20]=[CH:19][C:18]([CH2:21][CH2:22][C:23]2[O:27][C:26]([C:28]3[CH:33]=[CH:32][CH:31]=[CH:30][CH:29]=3)=[N:25][C:24]=2[CH2:34]O)=[CH:17][CH:16]=1.S(Cl)(Cl)=O.[C:40]([O:43][CH2:44][CH3:45])(=[O:42])[CH3:41], predict the reaction product. The product is: [CH2:44]([O:43][C:40]([CH:41]([CH2:34][C:24]1[N:25]=[C:26]([C:28]2[CH:29]=[CH:30][CH:31]=[CH:32][CH:33]=2)[O:27][C:23]=1[CH2:22][CH2:21][C:18]1[CH:17]=[CH:16][C:15]([O:14][CH2:13][C:3]2[N:4]=[C:5]([C:7]3[CH:12]=[CH:11][CH:10]=[CH:9][CH:8]=3)[O:6][C:2]=2[CH3:1])=[CH:20][CH:19]=1)[C:40]([O:43][CH2:44][CH3:45])=[O:42])=[O:42])[CH3:45]. (4) Given the reactants C1C=CC(C2C=CC=CC=2)=CC=1.C1C=CC(OC2C=CC=CC=2)=CC=1.[Br:26][C:27]1[CH:32]=[CH:31][C:30]([NH:33][CH:34]=[C:35]([C:40]([CH:42]2[CH2:44][CH2:43]2)=[O:41])[C:36]([O:38]C)=O)=[CH:29][CH:28]=1, predict the reaction product. The product is: [Br:26][C:27]1[CH:28]=[C:29]2[C:30](=[CH:31][CH:32]=1)[N:33]=[CH:34][C:35]([C:40]([CH:42]1[CH2:44][CH2:43]1)=[O:41])=[C:36]2[OH:38]. (5) Given the reactants [Cl:1][C:2]1[CH:3]=[C:4]([C:9]2[CH:10]=[C:11]([C:22]([O:24]CC)=[O:23])[O:12][C:13]=2[C:14]2[CH:19]=[CH:18][CH:17]=[C:16]([C:20]#[N:21])[CH:15]=2)[CH:5]=[C:6]([F:8])[CH:7]=1.[OH-].[Li+].O.Cl, predict the reaction product. The product is: [Cl:1][C:2]1[CH:3]=[C:4]([C:9]2[CH:10]=[C:11]([C:22]([OH:24])=[O:23])[O:12][C:13]=2[C:14]2[CH:19]=[CH:18][CH:17]=[C:16]([C:20]#[N:21])[CH:15]=2)[CH:5]=[C:6]([F:8])[CH:7]=1.